This data is from CYP2C9 inhibition data for predicting drug metabolism from PubChem BioAssay. The task is: Regression/Classification. Given a drug SMILES string, predict its absorption, distribution, metabolism, or excretion properties. Task type varies by dataset: regression for continuous measurements (e.g., permeability, clearance, half-life) or binary classification for categorical outcomes (e.g., BBB penetration, CYP inhibition). Dataset: cyp2c9_veith. (1) The compound is Cc1ccccc1NC(=O)N1C2CCC1CC(O)(c1cccnc1)C2. The result is 0 (non-inhibitor). (2) The result is 0 (non-inhibitor). The molecule is CC(=O)N1CCC[C@@]2(CCN(Cc3ccccc3)C2)C1. (3) The molecule is CC(=O)N1CCC2(CC1)CN(c1ccccn1)C2. The result is 0 (non-inhibitor). (4) The drug is Cc1cc2ccccc2n1CCNC(=O)c1ccccc1. The result is 1 (inhibitor). (5) The drug is O=C(O)c1cc(-c2ccncc2)nc2ccccc12. The result is 0 (non-inhibitor). (6) The drug is CC(C)=NOCc1ccc(-c2cc(-c3ccccc3)no2)cc1. The result is 0 (non-inhibitor). (7) The molecule is N[C@H](Cn1ccc(=O)[nH]c1=O)C(=O)O. The result is 0 (non-inhibitor). (8) The compound is COc1ccccc1NC(=O)C1=C(C)Nc2nnnn2C1c1cc(Br)ccc1OC. The result is 1 (inhibitor). (9) The drug is CO/N=C1/c2cc(OC)ccc2O[C@@H](c2cccc(OC)c2)[C@H]1O. The result is 0 (non-inhibitor).